Dataset: Full USPTO retrosynthesis dataset with 1.9M reactions from patents (1976-2016). Task: Predict the reactants needed to synthesize the given product. (1) Given the product [CH3:17][S:18][CH2:6][CH2:7][C:8]1[CH:13]=[CH:12][CH:11]=[C:10]([N+:14]([O-:16])=[O:15])[CH:9]=1, predict the reactants needed to synthesize it. The reactants are: CS(O[CH2:6][CH2:7][C:8]1[CH:13]=[CH:12][CH:11]=[C:10]([N+:14]([O-:16])=[O:15])[CH:9]=1)(=O)=O.[CH3:17][S-:18].[Na+].O. (2) Given the product [CH3:17][N:15]1[C:16](=[O:18])[N:11]2[CH:10]=[N:9][C:8]([C:6]([NH2:5])=[O:7])=[C:12]2[N:13]=[N:14]1, predict the reactants needed to synthesize it. The reactants are: CC([NH:5][C:6]([C:8]1[N:9]=[CH:10][N:11]2[CH2:16][N:15]([CH3:17])[N:14]=[N:13][C:12]=12)=[O:7])(C)C.[OH:18]S(O)(=O)=O. (3) Given the product [C:36]1([P:7]([C:20]2[C:42]([O-:43])=[C:41]3[C:40]([CH:44]=[CH:27][CH:26]=[N:29]3)=[CH:22][CH:21]=2)([C:1]2[CH:6]=[CH:5][CH:4]=[CH:3][CH:2]=2)=[O:8])[CH:35]=[CH:34][CH:39]=[CH:38][CH:37]=1.[Li+:33], predict the reactants needed to synthesize it. The reactants are: [C:1]1([P:7]([C:20]2C=CC=[CH:22][CH:21]=2)(=O)[O:8]C2C=CC=C3C=2N=CC=C3)[CH:6]=[CH:5][CH:4]=[CH:3][CH:2]=1.[CH:26]([N-:29]C(C)C)(C)[CH3:27].[Li+:33].[CH3:34][CH2:35][CH2:36][CH2:37][CH2:38][CH3:39].[CH2:40]1[CH2:44][O:43][CH2:42][CH2:41]1. (4) Given the product [CH3:9][O:8][C:4]1[CH:3]=[C:2]([P:19](=[O:20])([C:21]2[CH:22]=[CH:23][CH:24]=[CH:25][CH:26]=2)[C:13]2[CH:18]=[CH:17][CH:16]=[CH:15][CH:14]=2)[CH:7]=[CH:6][CH:5]=1, predict the reactants needed to synthesize it. The reactants are: Br[C:2]1[CH:3]=[C:4]([O:8][CH3:9])[CH:5]=[CH:6][CH:7]=1.[Mg].II.[C:13]1([P:19](Cl)([C:21]2[CH:26]=[CH:25][CH:24]=[CH:23][CH:22]=2)=[O:20])[CH:18]=[CH:17][CH:16]=[CH:15][CH:14]=1. (5) Given the product [CH3:22][O:21][C:14]1[CH:15]=[C:16]([O:19][CH3:20])[CH:17]=[CH:18][C:13]=1[CH2:12][N:9]1[C:10]2[C:5](=[CH:4][CH:3]=[C:2]([N:33]3[CH2:34][CH2:38][C@H:36]3[CH2:37][OH:39])[N:11]=2)[C:6](=[O:28])[C:7]([C:23]([O:25][CH2:26][CH3:27])=[O:24])=[CH:8]1, predict the reactants needed to synthesize it. The reactants are: Cl[C:2]1[N:11]=[C:10]2[C:5]([C:6](=[O:28])[C:7]([C:23]([O:25][CH2:26][CH3:27])=[O:24])=[CH:8][N:9]2[CH2:12][C:13]2[CH:18]=[CH:17][C:16]([O:19][CH3:20])=[CH:15][C:14]=2[O:21][CH3:22])=[CH:4][C:3]=1F.C([N:33]([CH:36]([CH3:38])[CH3:37])[CH2:34]C)(C)C.[OH2:39]. (6) Given the product [C:1]([O:4][C:5]1[CH:13]=[C:12]2[C:8]([C@H:9]([CH2:21][Cl:22])[CH2:10][NH:11]2)=[C:7]2[C:23]([CH3:26])=[CH:24][S:25][C:6]=12)(=[O:3])[CH3:2], predict the reactants needed to synthesize it. The reactants are: [C:1]([O:4][C:5]1[CH:13]=[C:12]2[C:8]([C@H:9]([CH2:21][Cl:22])[CH2:10][N:11]2C(OC(C)(C)C)=O)=[C:7]2[C:23]([CH3:26])=[CH:24][S:25][C:6]=12)(=[O:3])[CH3:2].Cl. (7) Given the product [NH2:8][C:6]1[CH:5]=[CH:4][C:3]([CH2:11][C:12]([OH:14])=[O:13])=[C:2]([Br:1])[CH:7]=1, predict the reactants needed to synthesize it. The reactants are: [Br:1][C:2]1[CH:7]=[C:6]([N+:8]([O-])=O)[CH:5]=[CH:4][C:3]=1[CH2:11][C:12]([OH:14])=[O:13]. (8) Given the product [Cl:23][C:24]1[CH:29]=[C:28]([Cl:30])[CH:27]=[CH:26][C:25]=1[C:2]1[N:7]=[C:6]([NH:8][CH2:9][CH2:10][NH:11][C:12]2[CH:19]=[CH:18][C:15]([C:16]#[N:17])=[CH:14][N:13]=2)[N:5]2[N:20]=[CH:21][N:22]=[C:4]2[CH:3]=1, predict the reactants needed to synthesize it. The reactants are: Cl[C:2]1[N:7]=[C:6]([NH:8][CH2:9][CH2:10][NH:11][C:12]2[CH:19]=[CH:18][C:15]([C:16]#[N:17])=[CH:14][N:13]=2)[N:5]2[N:20]=[CH:21][N:22]=[C:4]2[CH:3]=1.[Cl:23][C:24]1[CH:29]=[C:28]([Cl:30])[CH:27]=[CH:26][C:25]=1B(O)O.C(=O)([O-])[O-].[Na+].[Na+]. (9) Given the product [N:1]12[CH2:8][CH2:7][CH:4]([CH2:5][CH2:6]1)[CH:3]([NH:9][C:10]([C:12]1[CH:13]=[C:14]([N:18]3[C:23]4[N:24]=[CH:25][C:26]([F:28])=[CH:27][C:22]=4[C:21](=[O:29])[N:20]([C@@H:30]4[CH2:35][CH2:34][C@H:33]([NH:36][C:62]([C:60]5[N:61]=[C:56]6[CH:55]=[CH:54][C:53]([F:52])=[CH:58][N:57]6[CH:59]=5)=[O:64])[CH2:32][CH2:31]4)[C:19]3=[O:44])[CH:15]=[CH:16][CH:17]=1)=[O:11])[CH2:2]2, predict the reactants needed to synthesize it. The reactants are: [N:1]12[CH2:8][CH2:7][CH:4]([CH2:5][CH2:6]1)[CH:3]([NH:9][C:10]([C:12]1[CH:13]=[C:14]([N:18]3[C:23]4[N:24]=[CH:25][C:26]([F:28])=[CH:27][C:22]=4[C:21](=[O:29])[N:20]([C@@H:30]4[CH2:35][CH2:34][C@H:33]([NH:36]C(=O)OC(C)(C)C)[CH2:32][CH2:31]4)[C:19]3=[O:44])[CH:15]=[CH:16][CH:17]=1)=[O:11])[CH2:2]2.Cl.O1CCOCC1.[F:52][C:53]1[CH:54]=[CH:55][C:56]2[N:57]([CH:59]=[C:60]([C:62]([OH:64])=O)[N:61]=2)[CH:58]=1.C(N(CC)C(C)C)(C)C.